Dataset: Full USPTO retrosynthesis dataset with 1.9M reactions from patents (1976-2016). Task: Predict the reactants needed to synthesize the given product. (1) The reactants are: [NH2:1][CH:2]1[CH2:7][CH:6]([C:8]2[CH:13]=[CH:12][C:11]([F:14])=[CH:10][C:9]=2[Cl:15])[CH2:5][CH2:4][CH:3]1[OH:16].[N:17]1[CH:22]=[CH:21][CH:20]=[CH:19][C:18]=1[C:23](O)=[O:24].C(N=C=NCCCN(C)C)C.OC1C2N=NNC=2C=CC=1.C(N(CC)CC)C. Given the product [Cl:15][C:9]1[CH:10]=[C:11]([F:14])[CH:12]=[CH:13][C:8]=1[CH:6]1[CH2:7][CH:2]([NH:1][C:23](=[O:24])[C:18]2[CH:19]=[CH:20][CH:21]=[CH:22][N:17]=2)[CH:3]([OH:16])[CH2:4][CH2:5]1, predict the reactants needed to synthesize it. (2) Given the product [OH:10][CH2:11][C@@H:9]1[O:1][CH2:2][C@H:3]2[CH2:4][CH2:5][C:6](=[O:12])[N:7]2[CH2:8]1, predict the reactants needed to synthesize it. The reactants are: [OH:1][CH2:2][C@@H:3]1[N:7]([CH2:8][C@@H:9]2[CH2:11][O:10]2)[C:6](=[O:12])[CH2:5][CH2:4]1.Cl. (3) Given the product [Cl:28][C:25]1[CH:26]=[CH:27][C:22]([CH2:21][N:17]2[C:18]3[C:14](=[CH:13][C:12](/[CH:11]=[C:8]4/[C:9](=[O:10])[N:5]([CH2:4][CH2:3][NH:2][S:41]([C:44]([F:47])([F:46])[F:45])(=[O:43])=[O:42])[C:6](=[O:33])[S:7]/4)=[CH:20][CH:19]=3)[CH:15]=[N:16]2)=[C:23]([C:29]([F:31])([F:30])[F:32])[CH:24]=1, predict the reactants needed to synthesize it. The reactants are: Cl.[NH2:2][CH2:3][CH2:4][N:5]1[C:9](=[O:10])[C:8](=[CH:11][C:12]2[CH:13]=[C:14]3[C:18](=[CH:19][CH:20]=2)[N:17]([CH2:21][C:22]2[CH:27]=[CH:26][C:25]([Cl:28])=[CH:24][C:23]=2[C:29]([F:32])([F:31])[F:30])[N:16]=[CH:15]3)[S:7][C:6]1=[O:33].C(N(CC)CC)C.[S:41](O[S:41]([C:44]([F:47])([F:46])[F:45])(=[O:43])=[O:42])([C:44]([F:47])([F:46])[F:45])(=[O:43])=[O:42]. (4) Given the product [N:15]1[C:24]2[C:19](=[CH:20][CH:21]=[CH:22][CH:23]=2)[CH:18]=[C:17]([CH2:25][NH:26][S:2]([C:5]2[CH:14]=[CH:13][C:8]([C:9]([O:11][CH3:12])=[O:10])=[CH:7][CH:6]=2)(=[O:4])=[O:3])[CH:16]=1, predict the reactants needed to synthesize it. The reactants are: Cl[S:2]([C:5]1[CH:14]=[CH:13][C:8]([C:9]([O:11][CH3:12])=[O:10])=[CH:7][CH:6]=1)(=[O:4])=[O:3].[N:15]1[C:24]2[C:19](=[CH:20][CH:21]=[CH:22][CH:23]=2)[CH:18]=[C:17]([CH2:25][NH2:26])[CH:16]=1. (5) Given the product [C:35]([O:39][C:40]([N:42]1[CH2:46][CH2:45][CH:44]([N:47]([C:19]2[S:20][C:16](=[CH:15][C:11]3[CH:10]=[C:9]4[C:14](=[CH:13][CH:12]=3)[N:6]([CH2:5][C:4]3[CH:25]=[CH:26][C:27]([C:29]([F:32])([F:31])[F:30])=[CH:28][C:3]=3[C:2]([F:34])([F:1])[F:33])[N:7]=[CH:8]4)[C:17](=[O:24])[N:18]=2)[CH3:48])[CH2:43]1)=[O:41])([CH3:38])([CH3:37])[CH3:36], predict the reactants needed to synthesize it. The reactants are: [F:1][C:2]([F:34])([F:33])[C:3]1[CH:28]=[C:27]([C:29]([F:32])([F:31])[F:30])[CH:26]=[CH:25][C:4]=1[CH2:5][N:6]1[C:14]2[C:9](=[CH:10][C:11]([CH:15]=[C:16]3[S:20][C:19](SCC)=[N:18][C:17]3=[O:24])=[CH:12][CH:13]=2)[CH:8]=[N:7]1.[C:35]([O:39][C:40]([N:42]1[CH2:46][CH2:45][CH:44]([NH:47][CH3:48])[CH2:43]1)=[O:41])([CH3:38])([CH3:37])[CH3:36]. (6) Given the product [CH3:1][C:2]([CH3:22])([CH3:21])[CH2:3][C:4]1[CH:13]=[C:12]2[C:7]([CH2:8][CH2:9][CH:10]([N:15]3[CH2:20][CH2:19][CH2:18][CH2:17][CH2:16]3)[CH:11]2[NH2:26])=[CH:6][CH:5]=1, predict the reactants needed to synthesize it. The reactants are: [CH3:1][C:2]([CH3:22])([CH3:21])[CH2:3][C:4]1[CH:13]=[C:12]2[C:7]([CH2:8][CH2:9][CH:10]([N:15]3[CH2:20][CH2:19][CH2:18][CH2:17][CH2:16]3)[C:11]2=O)=[CH:6][CH:5]=1.Cl.NO.[N:26]1C=CC=CC=1. (7) Given the product [NH2:15][C:11]([CH3:14])([CH3:10])[CH2:12][NH:13][C:2]1[CH:9]=[CH:8][C:5]([C:6]#[N:7])=[CH:4][CH:3]=1, predict the reactants needed to synthesize it. The reactants are: F[C:2]1[CH:9]=[CH:8][C:5]([C:6]#[N:7])=[CH:4][CH:3]=1.[CH3:10][C:11]([NH2:15])([CH3:14])[CH2:12][NH2:13]. (8) Given the product [CH3:34][C:28]1[CH:27]=[C:26]([C@@H:11]([CH2:10][C@H:8]2[CH2:7][CH2:6][C:5](=[O:35])[CH2:9]2)[C:12]([OH:39])=[O:13])[CH:31]=[CH:30][C:29]=1[S:32][CH3:33], predict the reactants needed to synthesize it. The reactants are: CC1(C)C[O:35][C:5]2([CH2:9][C@@H:8]([CH2:10][C@H:11]([C:26]3[CH:31]=[CH:30][C:29]([S:32][CH3:33])=[C:28]([CH3:34])[CH:27]=3)[C:12](N([C@H](C)[C@H](O)C3C=CC=CC=3)C)=[O:13])[CH2:7][CH2:6]2)OC1.S(=O)(=O)(O)[OH:39]. (9) Given the product [C:12]([O:11][CH2:10][CH2:9][O:8][C:6](=[O:7])[C:5]1[CH:4]=[CH:3][C:2]([O:1][C:19]([O:24][CH2:25][CH3:26])=[O:23])=[CH:18][CH:17]=1)(=[O:16])[C:13]([CH3:15])=[CH2:14], predict the reactants needed to synthesize it. The reactants are: [OH:1][C:2]1[CH:18]=[CH:17][C:5]([C:6]([O:8][CH2:9][CH2:10][O:11][C:12](=[O:16])[C:13]([CH3:15])=[CH2:14])=[O:7])=[CH:4][CH:3]=1.[C:19]([O:24][CH2:25][CH2:26]O)(=[O:23])C(C)=C.C(N(CC)CC)C.C(OC(OC1C=CC(C(Cl)=O)=CC=1)=O)C.